From a dataset of Retrosynthesis with 50K atom-mapped reactions and 10 reaction types from USPTO. Predict the reactants needed to synthesize the given product. (1) Given the product C[C@]12CC[C@H]3[C@@H](CC=C4C[C@@H](OC(=O)COc5ccccc5)CC[C@@]43C)[C@@H]1CCC2=NO, predict the reactants needed to synthesize it. The reactants are: C[C@]12CC[C@H]3[C@@H](CC=C4C[C@@H](O)CC[C@@]43C)[C@@H]1CCC2=NO.O=C(O)COc1ccccc1. (2) Given the product CN1CCN(N)CC1=O, predict the reactants needed to synthesize it. The reactants are: CN1CCN(NC(=O)OC(C)(C)C)CC1=O. (3) Given the product OCC#Cc1c(Cl)cc(Cl)cc1Cl, predict the reactants needed to synthesize it. The reactants are: C#CCO.Clc1cc(Cl)c(I)c(Cl)c1.